From a dataset of Catalyst prediction with 721,799 reactions and 888 catalyst types from USPTO. Predict which catalyst facilitates the given reaction. (1) The catalyst class is: 101. Reactant: C1(P(C2CCCCC2)C2C=CC=CC=2C2C(C(C)C)=CC(C(C)C)=CC=2C(C)C)CCCCC1.[O:35]1[CH2:40][CH2:39][N:38]([C:41]2[C:46]([NH2:47])=[CH:45][C:44]([N:48]3[CH2:53][CH2:52][O:51][CH2:50][CH2:49]3)=[CH:43][N:42]=2)[CH2:37][CH2:36]1.Cl[C:55]1[C:64]2[C:59](=[CH:60][C:61]([F:65])=[CH:62][CH:63]=2)[N:58]=[C:57]([C:66]2[CH:71]=[C:70]([CH3:72])[CH:69]=[CH:68][N:67]=2)[C:56]=1[CH3:73].CC(C)([O-])C.[Na+]. Product: [O:35]1[CH2:40][CH2:39][N:38]([C:41]2[C:46]([NH:47][C:55]3[C:64]4[C:59](=[CH:60][C:61]([F:65])=[CH:62][CH:63]=4)[N:58]=[C:57]([C:66]4[CH:71]=[C:70]([CH3:72])[CH:69]=[CH:68][N:67]=4)[C:56]=3[CH3:73])=[CH:45][C:44]([N:48]3[CH2:49][CH2:50][O:51][CH2:52][CH2:53]3)=[CH:43][N:42]=2)[CH2:37][CH2:36]1. (2) Reactant: [Cl:1][C:2]1[S:6][C:5]([C:7](=O)[CH2:8][C:9]2[CH:14]=[CH:13][N:12]=[CH:11][CH:10]=2)=[CH:4][CH:3]=1.[CH:16]([NH:20][NH2:21])([CH2:18][CH3:19])[CH3:17].[CH2:22](N(CC)CC)C. Product: [CH:16]([N:20]1[CH:22]=[C:8]([C:9]2[CH:14]=[CH:13][N:12]=[CH:11][CH:10]=2)[C:7]([C:5]2[S:6][C:2]([Cl:1])=[CH:3][CH:4]=2)=[N:21]1)([CH2:18][CH3:19])[CH3:17].[CH:16]([N:20]1[C:7]([C:5]2[S:6][C:2]([Cl:1])=[CH:3][CH:4]=2)=[C:8]([C:9]2[CH:14]=[CH:13][N:12]=[CH:11][CH:10]=2)[CH:22]=[N:21]1)([CH2:18][CH3:19])[CH3:17]. The catalyst class is: 4. (3) Reactant: CC1CCCN(C)C1(C)C.C([Li])CCC.CCCCCC.Cl[Si:23]([CH3:26])([CH3:25])[CH3:24].[CH:27]([O:30][C:31]([C:33]1[C:42]2[C:37](=[CH:38][CH:39]=[CH:40][CH:41]=2)[C:36]([C:43]([O:45][CH:46]([CH3:48])[CH3:47])=[O:44])=[CH:35][CH:34]=1)=[O:32])([CH3:29])[CH3:28].[Cl-].[NH4+]. Product: [CH:46]([O:45][C:43]([C:36]1[C:37]2[C:42](=[CH:41][CH:40]=[CH:39][CH:38]=2)[C:33]([C:31]([O:30][CH:27]([CH3:29])[CH3:28])=[O:32])=[CH:34][C:35]=1[Si:23]([CH3:26])([CH3:25])[CH3:24])=[O:44])([CH3:48])[CH3:47]. The catalyst class is: 1. (4) Reactant: [F:1][C:2]1[CH:7]=[CH:6][CH:5]=[C:4]([F:8])[C:3]=1[N:9]1[C:14]2[N:15]=[C:16](S(C)(=O)=O)[N:17]=[C:18]([C:19]3[CH:24]=[CH:23][C:22]([F:25])=[CH:21][C:20]=3[CH3:26])[C:13]=2[CH:12]=[CH:11][C:10]1=[O:31].[NH2:32][CH:33]1[CH2:38][CH2:37][O:36][CH2:35][CH2:34]1. Product: [O:36]1[CH2:37][CH2:38][CH:33]([NH:32][C:16]2[N:17]=[C:18]([C:19]3[CH:24]=[CH:23][C:22]([F:25])=[CH:21][C:20]=3[CH3:26])[C:13]3[CH:12]=[CH:11][C:10](=[O:31])[N:9]([C:3]4[C:2]([F:1])=[CH:7][CH:6]=[CH:5][C:4]=4[F:8])[C:14]=3[N:15]=2)[CH2:34][CH2:35]1. The catalyst class is: 1. (5) Reactant: [C:1]([C:5]1[CH:11]=[CH:10][CH:9]=[CH:8][C:6]=1[NH2:7])([CH3:4])([CH3:3])[CH3:2].Cl.Cl[CH2:14][CH2:15][NH:16][CH2:17][CH2:18]Cl.[OH-].[Na+]. Product: [C:1]([C:5]1[CH:11]=[CH:10][CH:9]=[CH:8][C:6]=1[N:7]1[CH2:18][CH2:17][NH:16][CH2:15][CH2:14]1)([CH3:4])([CH3:2])[CH3:3]. The catalyst class is: 270. (6) Reactant: [Cl:1][CH2:2][CH2:3][CH2:4][O:5][C:6]1[CH:15]=[C:14]2[C:9]([C:10]([NH:16][C:17]3[NH:21][N:20]=[C:19]([CH2:22][C:23]([O:25]C)=[O:24])[CH:18]=3)=[N:11][CH:12]=[N:13]2)=[CH:8][C:7]=1[O:27][CH3:28].O.[OH-].[Li+].Cl. Product: [Cl:1][CH2:2][CH2:3][CH2:4][O:5][C:6]1[CH:15]=[C:14]2[C:9]([C:10]([NH:16][C:17]3[NH:21][N:20]=[C:19]([CH2:22][C:23]([OH:25])=[O:24])[CH:18]=3)=[N:11][CH:12]=[N:13]2)=[CH:8][C:7]=1[O:27][CH3:28]. The catalyst class is: 7. (7) Reactant: [Li+].[OH-].O.[Cl:4][C:5]1[CH:37]=[CH:36][CH:35]=[C:34]([Cl:38])[C:6]=1[C:7]([NH:9][C@H:10]([C:30]([O:32]C)=[O:31])[CH2:11][C:12]1[CH:17]=[CH:16][C:15]([O:18][CH2:19][C:20]2[CH:29]=[CH:28][C:27]3[CH2:26][CH2:25][CH2:24][NH:23][C:22]=3[N:21]=2)=[CH:14][CH:13]=1)=[O:8]. Product: [Cl:4][C:5]1[CH:37]=[CH:36][CH:35]=[C:34]([Cl:38])[C:6]=1[C:7]([NH:9][C@H:10]([C:30]([OH:32])=[O:31])[CH2:11][C:12]1[CH:13]=[CH:14][C:15]([O:18][CH2:19][C:20]2[CH:29]=[CH:28][C:27]3[CH2:26][CH2:25][CH2:24][NH:23][C:22]=3[N:21]=2)=[CH:16][CH:17]=1)=[O:8]. The catalyst class is: 23.